From a dataset of Full USPTO retrosynthesis dataset with 1.9M reactions from patents (1976-2016). Predict the reactants needed to synthesize the given product. (1) Given the product [CH3:32][O:31][C:26]1[N:25]=[CH:24][C:23]([N:19]2[C:18]3[CH:33]=[C:14]([NH:13][C@H:10]4[CH2:11][CH2:12][NH:8][CH2:9]4)[CH:15]=[CH:16][C:17]=3[O:22][CH2:21][CH2:20]2)=[CH:28][C:27]=1[C:29]#[N:30], predict the reactants needed to synthesize it. The reactants are: C(OC([N:8]1[CH2:12][CH2:11][C@H:10]([NH:13][C:14]2[CH:15]=[CH:16][C:17]3[O:22][CH2:21][CH2:20][N:19]([C:23]4[CH:24]=[N:25][C:26]([O:31][CH3:32])=[C:27]([C:29]#[N:30])[CH:28]=4)[C:18]=3[CH:33]=2)[CH2:9]1)=O)(C)(C)C.C(O)(C(F)(F)F)=O. (2) Given the product [CH3:69][C:64]1[N:65]=[N:66][N:67]([CH3:68])[C:63]=1[C:61]1[CH:60]=[N:59][C:48]2[C:49]3[CH:50]=[CH:51][C:52]([C:55]([OH:58])([CH3:56])[CH3:57])=[CH:53][C:54]=3[N:46]([C@@H:39]([CH:40]3[CH2:41][CH2:42][O:43][CH2:44][CH2:45]3)[CH2:38][O:21][CH3:20])[C:47]=2[CH:62]=1, predict the reactants needed to synthesize it. The reactants are: CN1C(C2C=NC3C4C=CC([C:20](OC)=[O:21])=CC=4N(C(C4CCOCC4)COC)C=3C=2)=C(C)N=N1.C1([CH2:38][C@@H:39]([N:46]2[C:54]3[CH:53]=[C:52]([C:55]([OH:58])([CH3:57])[CH3:56])[CH:51]=[CH:50][C:49]=3[C:48]3[N:59]=[CH:60][C:61]([C:63]4[N:67]([CH3:68])[N:66]=[N:65][C:64]=4[CH3:69])=[CH:62][C:47]2=3)[CH:40]2[CH2:45][CH2:44][O:43][CH2:42][CH2:41]2)CC1. (3) Given the product [Cl:1][C:2]1[CH:3]=[C:4]([CH:27]=[CH:28][C:29]=1[C:30]#[N:31])[O:5][CH2:6][CH:7]([CH2:25][O:26][CH2:33][CH:34]1[CH2:36][CH2:35]1)[CH2:8][O:9][C:10]1[CH:15]=[CH:14][C:13]([CH:16]([C:22]#[C:23][CH3:24])[CH2:17][C:18]([OH:20])=[O:19])=[CH:12][CH:11]=1, predict the reactants needed to synthesize it. The reactants are: [Cl:1][C:2]1[CH:3]=[C:4]([CH:27]=[CH:28][C:29]=1[C:30]#[N:31])[O:5][CH2:6][CH:7]([CH2:25][OH:26])[CH2:8][O:9][C:10]1[CH:15]=[CH:14][C:13]([CH:16]([C:22]#[C:23][CH3:24])[CH2:17][C:18]([O:20]C)=[O:19])=[CH:12][CH:11]=1.I[CH2:33][CH:34]1[CH2:36][CH2:35]1. (4) Given the product [CH2:14]1[CH:13]2[CH2:12][CH2:11][CH2:10][CH2:9][CH2:8][CH2:7][CH2:6][CH2:5][CH2:4][C:2](=[O:3])[CH:1]2[CH2:16][O:15]1, predict the reactants needed to synthesize it. The reactants are: [CH:1]12[CH2:16][O:15][CH2:14][CH:13]1[CH2:12][CH2:11][CH2:10][CH2:9][CH2:8][CH2:7][CH2:6][CH2:5][CH:4]1[CH:2]2[O:3]1.[I-].[Li+]. (5) Given the product [F:19][C:20]1[CH:25]=[CH:24][CH:23]=[CH:22][C:21]=1[O:26][C:2]1[CH:7]=[C:6]([O:8][CH2:9][C:10]#[C:11][CH3:12])[N:5]=[CH:4][N:3]=1, predict the reactants needed to synthesize it. The reactants are: Cl[C:2]1[CH:7]=[C:6]([O:8][CH2:9][C:10]#[C:11][CH3:12])[N:5]=[CH:4][N:3]=1.C(=O)([O-])[O-].[K+].[K+].[F:19][C:20]1[CH:25]=[CH:24][CH:23]=[CH:22][C:21]=1[OH:26].[Cl-].[NH4+]. (6) Given the product [Cl:18][C:19]1[CH:25]=[CH:24][C:22]([NH:23][C:8](=[O:10])[C:7]2[CH:11]=[CH:12][CH:13]=[C:5]([OH:4])[CH:6]=2)=[CH:21][C:20]=1[C:26]([F:27])([F:28])[F:29], predict the reactants needed to synthesize it. The reactants are: C([O:4][C:5]1[CH:6]=[C:7]([CH:11]=[CH:12][CH:13]=1)[C:8]([OH:10])=O)(=O)C.S(Cl)(Cl)=O.[Cl:18][C:19]1[CH:25]=[CH:24][C:22]([NH2:23])=[CH:21][C:20]=1[C:26]([F:29])([F:28])[F:27].C(N(CC)C(C)C)(C)C.